Dataset: Reaction yield outcomes from USPTO patents with 853,638 reactions. Task: Predict the reaction yield, written as a fraction of the theoretical maximum amount of product (1.0 means a 100% yield; for example, 0.34 means a 34% yield). (1) The reactants are C(OC([N:8]1[CH2:14][CH2:13][CH2:12][N:11]([C:15]([C:17]2[C:25]3[C:20](=[CH:21][CH:22]=[C:23]([Br:26])[CH:24]=3)[N:19]([S:27]([C:30]3[C:39]4[C:34](=[CH:35][CH:36]=[CH:37][CH:38]=4)[C:33]([O:40][CH3:41])=[CH:32][CH:31]=3)(=[O:29])=[O:28])[CH:18]=2)=[O:16])[CH2:10][CH2:9]1)=O)(C)(C)C.[F:42][C:43]([F:48])([F:47])[C:44]([OH:46])=[O:45]. The catalyst is ClCCl. The product is [F:42][C:43]([F:48])([F:47])[C:44]([OH:46])=[O:45].[Br:26][C:23]1[CH:24]=[C:25]2[C:20](=[CH:21][CH:22]=1)[N:19]([S:27]([C:30]1[C:39]3[C:34](=[CH:35][CH:36]=[CH:37][CH:38]=3)[C:33]([O:40][CH3:41])=[CH:32][CH:31]=1)(=[O:29])=[O:28])[CH:18]=[C:17]2[C:15]([N:11]1[CH2:12][CH2:13][CH2:14][NH:8][CH2:9][CH2:10]1)=[O:16]. The yield is 0.270. (2) The reactants are [Br:1][C:2]1[CH:10]=[C:9]2[C:5]([C:6](=[O:12])C(=O)[NH:8]2)=[CH:4][C:3]=1[F:13].[OH-:14].[Na+].OO.Cl. No catalyst specified. The product is [NH2:8][C:9]1[CH:10]=[C:2]([Br:1])[C:3]([F:13])=[CH:4][C:5]=1[C:6]([OH:12])=[O:14]. The yield is 0.250. (3) The catalyst is C(Cl)(Cl)Cl. The reactants are [CH3:1][N:2]1[C:6]([C:7]2[CH:8]=[C:9]([C:13]([OH:15])=O)[S:10][C:11]=2[CH3:12])=[C:5]([CH3:16])[CH:4]=[N:3]1.[NH2:17][C@@H:18]([CH2:31][C:32]1[CH:37]=[CH:36][C:35]([F:38])=[CH:34][CH:33]=1)[CH2:19][N:20]1[C:28](=[O:29])[C:27]2[C:22](=[CH:23][CH:24]=[CH:25][CH:26]=2)[C:21]1=[O:30].CC(OC(N[C@H](C(O)=O)CC1C=CC=CC=1C(F)(F)F)=O)(C)C.C1CN([P+](Br)(N2CCCC2)N2CCCC2)CC1.F[P-](F)(F)(F)(F)F.CCN(C(C)C)C(C)C. The yield is 0.240. The product is [CH3:1][N:2]1[C:6]([C:7]2[CH:8]=[C:9]([C:13]([NH:17][C@@H:18]([CH2:31][C:32]3[CH:33]=[CH:34][C:35]([F:38])=[CH:36][CH:37]=3)[CH2:19][N:20]3[C:28](=[O:29])[C:27]4[C:22](=[CH:23][CH:24]=[CH:25][CH:26]=4)[C:21]3=[O:30])=[O:15])[S:10][C:11]=2[CH3:12])=[C:5]([CH3:16])[CH:4]=[N:3]1. (4) The reactants are CCOC(/N=N/C(OCC)=O)=O.[C:13]([Si:17]([CH3:24])([CH3:23])[O:18][CH:19]([CH3:22])[CH2:20][OH:21])([CH3:16])([CH3:15])[CH3:14].C1(P(C2C=CC=CC=2)C2C=CC=CC=2)C=CC=CC=1.O[N:45]1[C:49](=[O:50])[C:48]2=[CH:51][CH:52]=[CH:53][CH:54]=[C:47]2[C:46]1=[O:55]. The catalyst is C1COCC1. The product is [C:13]([Si:17]([CH3:24])([CH3:23])[O:18][CH:19]([CH3:22])[CH2:20][O:21][N:45]1[C:49](=[O:50])[C:48]2[C:47](=[CH:54][CH:53]=[CH:52][CH:51]=2)[C:46]1=[O:55])([CH3:15])([CH3:16])[CH3:14]. The yield is 0.180.